Dataset: Full USPTO retrosynthesis dataset with 1.9M reactions from patents (1976-2016). Task: Predict the reactants needed to synthesize the given product. (1) Given the product [Cl:15][C:11]1[C:12]([CH3:14])=[CH:13][C:8]2[N:7]=[C:19]([C:20]3[CH:25]=[CH:24][CH:23]=[C:22]([C:26]4[CH:31]=[CH:30][N:29]=[C:28]([C:32]([F:33])([F:34])[F:35])[CH:27]=4)[CH:21]=3)[CH2:18][C:17](=[O:37])[NH:16][C:9]=2[CH:10]=1, predict the reactants needed to synthesize it. The reactants are: C(OC(=O)[NH:7][C:8]1[CH:13]=[C:12]([CH3:14])[C:11]([Cl:15])=[CH:10][C:9]=1[NH:16][C:17](=[O:37])[CH2:18][C:19](=O)[C:20]1[CH:25]=[CH:24][CH:23]=[C:22]([C:26]2[CH:31]=[CH:30][N:29]=[C:28]([C:32]([F:35])([F:34])[F:33])[CH:27]=2)[CH:21]=1)(C)(C)C.C(O)(C(F)(F)F)=O. (2) Given the product [C:6]([O:10][C:11]([N:13]1[CH2:18][CH2:17][N:16]([C:3](=[O:4])[CH2:2][Br:1])[CH2:15][CH2:14]1)=[O:12])([CH3:9])([CH3:7])[CH3:8], predict the reactants needed to synthesize it. The reactants are: [Br:1][CH2:2][C:3](Br)=[O:4].[C:6]([O:10][C:11]([N:13]1[CH2:18][CH2:17][NH:16][CH2:15][CH2:14]1)=[O:12])([CH3:9])([CH3:8])[CH3:7].C(N(C(C)C)CC)(C)C. (3) Given the product [F:21][C:22]1[CH:27]=[CH:26][C:25]([C:2]2[C:11]([N:12]([CH:14]([CH3:16])[CH3:15])[CH3:13])=[N:10][C:9]3[C:4](=[CH:5][CH:6]=[C:7]([C:17]([O:19][CH3:20])=[O:18])[CH:8]=3)[N:3]=2)=[CH:24][CH:23]=1, predict the reactants needed to synthesize it. The reactants are: Cl[C:2]1[C:11]([N:12]([CH:14]([CH3:16])[CH3:15])[CH3:13])=[N:10][C:9]2[C:4](=[CH:5][CH:6]=[C:7]([C:17]([O:19][CH3:20])=[O:18])[CH:8]=2)[N:3]=1.[F:21][C:22]1[CH:27]=[CH:26][C:25](B(O)O)=[CH:24][CH:23]=1.[O-]P([O-])([O-])=O.[K+].[K+].[K+]. (4) Given the product [Cl:19][CH2:18][CH2:17][CH2:16][CH2:15][N:12]1[C:11]([O:20][CH3:21])=[N:10][C:9]2[C:13]1=[N:14][C:6]([O:42][C@@H:43]([CH3:46])[CH2:44][CH3:45])=[N:7][C:8]=2[NH2:22], predict the reactants needed to synthesize it. The reactants are: C(N[C:6]1[N:14]=[C:13]2[C:9]([N:10]=[C:11]([O:20][CH3:21])[N:12]2[CH2:15][CH2:16][CH2:17][CH2:18][Cl:19])=[C:8]([NH2:22])[N:7]=1)CCC.FC(F)(F)C(O)=O.COC1N=C2C(N=1)=C(N)NC([O:42][C@@H:43]([CH3:46])[CH2:44][CH3:45])=N2.BrCCCCCl. (5) The reactants are: C([NH:4][C@@H:5]1[C:11](=[O:12])[O:10][C:8](=[O:9])[CH:7]([CH3:13])[CH2:6]1)(O)=O.C([NH:17][C@H:18]([C:34]([O:36]C(=O)[C@H](CCCCNC(OCC1C=CC=CC=1)=O)NC(O)=O)=[O:35])[CH2:19][CH2:20][CH2:21][CH2:22][NH:23][C:24]([O:26][CH2:27][C:28]1[CH:33]=[CH:32][CH:31]=[CH:30][CH:29]=1)=[O:25])(O)=[O:15].CN(C)CCCN. Given the product [CH3:13][CH:7]([C:8]([OH:9])=[O:15])[CH2:6][C@@H:5]([C:11]([OH:10])=[O:12])[NH2:4].[CH2:27]([O:26][C:24]([NH:23][CH2:22][CH2:21][CH2:20][CH2:19][C@@H:18]([C:34]([OH:36])=[O:35])[NH2:17])=[O:25])[C:28]1[CH:29]=[CH:30][CH:31]=[CH:32][CH:33]=1, predict the reactants needed to synthesize it. (6) The reactants are: [C:1]([C:5]1[C:6]([O:23]S(C2C=CC(C)=CC=2)(=O)=O)=[N:7][N:8]2[C:13]=1[C:12]([CH3:14])=[N:11][N:10]=[C:9]2[C:15]1[CH:20]=[C:19]([F:21])[CH:18]=[CH:17][C:16]=1[F:22])([CH3:4])([CH3:3])[CH3:2].[CH2:34]([N:36]1[C:40]([CH2:41]O)=[N:39][CH:38]=[N:37]1)[CH3:35].[H-].[Na+].O. Given the product [C:1]([C:5]1[C:6]([O:23][CH2:41][C:40]2[N:36]([CH2:34][CH3:35])[N:37]=[CH:38][N:39]=2)=[N:7][N:8]2[C:13]=1[C:12]([CH3:14])=[N:11][N:10]=[C:9]2[C:15]1[CH:20]=[C:19]([F:21])[CH:18]=[CH:17][C:16]=1[F:22])([CH3:4])([CH3:2])[CH3:3], predict the reactants needed to synthesize it. (7) Given the product [CH3:1][C:2]1[C:6]([C:7]2[NH:22][C:11]3[CH:12]=[C:13]([CH2:16][C:17]([O:19][CH2:20][CH3:21])=[O:18])[CH:14]=[CH:15][C:10]=3[N:9]=2)=[C:5]([CH3:25])[O:4][N:3]=1, predict the reactants needed to synthesize it. The reactants are: [CH3:1][C:2]1[C:6]([C:7]([NH:9][C:10]2[CH:15]=[CH:14][C:13]([CH2:16][C:17]([O:19][CH2:20][CH3:21])=[O:18])=[CH:12][C:11]=2[N+:22]([O-])=O)=O)=[C:5]([CH3:25])[O:4][N:3]=1. (8) Given the product [Br:1][CH2:2][CH2:3][CH2:4][O:5][Si:10]([C:6]([CH3:9])([CH3:8])[CH3:7])([CH3:12])[CH3:11], predict the reactants needed to synthesize it. The reactants are: [Br:1][CH2:2][CH2:3][CH2:4][OH:5].[C:6]([Si:10](Cl)([CH3:12])[CH3:11])([CH3:9])([CH3:8])[CH3:7].N1C=CN=C1.